From a dataset of Full USPTO retrosynthesis dataset with 1.9M reactions from patents (1976-2016). Predict the reactants needed to synthesize the given product. (1) Given the product [OH:21][C:18]1[CH:19]=[CH:20][C:15]([C:10]2[CH:9]=[C:8]([C:5]3[CH:6]=[CH:7][C:2]([NH:1][CH2:41][CH:38]4[CH2:39][CH2:40][NH:35][CH2:36][CH2:37]4)=[CH:3][C:4]=3[CH3:23])[NH:13][C:12](=[O:14])[CH:11]=2)=[CH:16][C:17]=1[CH3:22], predict the reactants needed to synthesize it. The reactants are: [NH2:1][C:2]1[CH:7]=[CH:6][C:5]([C:8]2[NH:13][C:12](=[O:14])[CH:11]=[C:10]([C:15]3[CH:20]=[CH:19][C:18]([OH:21])=[C:17]([CH3:22])[CH:16]=3)[CH:9]=2)=[C:4]([CH3:23])[CH:3]=1.ClCCCl.C([N:35]1[CH2:40][CH2:39][CH:38]([CH:41]=O)[CH2:37][CH2:36]1)(OC(C)(C)C)=O.C(O[BH-](OC(=O)C)OC(=O)C)(=O)C.[Na+]. (2) Given the product [F:1][C:2]1[CH:3]=[C:4]([S:29]([NH2:32])(=[O:30])=[O:31])[CH:5]=[CH:6][C:7]=1[N:8]1[C:12]([CH2:13][C:14]2[CH:19]=[CH:18][CH:17]=[C:16]([CH3:20])[CH:15]=2)=[N:11][C:10]([CH2:21][N:22]([CH3:35])[CH2:23][CH2:24][C:25]([F:28])([F:27])[F:26])=[N:9]1, predict the reactants needed to synthesize it. The reactants are: [F:1][C:2]1[CH:3]=[C:4]([S:29]([NH2:32])(=[O:31])=[O:30])[CH:5]=[CH:6][C:7]=1[N:8]1[C:12]([CH2:13][C:14]2[CH:19]=[CH:18][CH:17]=[C:16]([CH3:20])[CH:15]=2)=[N:11][C:10]([CH2:21][NH:22][CH2:23][CH2:24][C:25]([F:28])([F:27])[F:26])=[N:9]1.C=O.[C:35]([BH3-])#N.[Na+].C(O)(=O)C. (3) Given the product [Cl:10][C:5]1[N:4]=[C:3]([C:11]#[N:12])[C:2]2[N:1]=[CH:9][N:8]([CH3:13])[C:7]=2[CH:6]=1, predict the reactants needed to synthesize it. The reactants are: [NH2:1][C:2]1[C:3]([C:11]#[N:12])=[N:4][C:5]([Cl:10])=[CH:6][C:7]=1[NH:8][CH3:9].[CH2:13](Cl)Cl. (4) Given the product [C:18]([C:17]1[C:16]([I:21])=[N:15][N:11]2[CH2:12][CH:13]([CH3:14])[N:8]([C:6]([O:5][C:1]([CH3:4])([CH3:3])[CH3:2])=[O:7])[CH2:9][C:10]=12)(=[O:19])[NH2:25], predict the reactants needed to synthesize it. The reactants are: [C:1]([O:5][C:6]([N:8]1[CH:13]([CH3:14])[CH2:12][N:11]2[N:15]=[C:16]([I:21])[C:17]([C:18](O)=[O:19])=[C:10]2[CH2:9]1)=[O:7])([CH3:4])([CH3:3])[CH3:2].[NH4+].[Cl-].C[N:25](C(ON1N=NC2C=CC=NC1=2)=[N+](C)C)C.F[P-](F)(F)(F)(F)F.CCN(C(C)C)C(C)C. (5) Given the product [CH2:55]([N:47]([CH2:27][C:28]1[CH:29]=[CH:30][CH:31]=[CH:32][CH:33]=1)[C:48]1[CH:49]=[CH:54][CH:53]=[CH:52][CH:51]=1)[C:56]1[CH:57]=[CH:58][CH:59]=[CH:60][CH:61]=1, predict the reactants needed to synthesize it. The reactants are: [Li]C1C=CC=CC=1.O(CCCC)CCCC.CC(P(C(C)(C)C)C1[C:27]([C:28]2[CH:33]=[CH:32][CH:31]=[CH:30][CH:29]=2)=CC=CC=1)(C)C.C(O[N:47]([CH2:55][C:56]1[CH:61]=[CH:60][CH:59]=[CH:58][CH:57]=1)[CH2:48][C:49]1[CH:54]=[CH:53][CH:52]=[CH:51]C=1)(=O)C1C=CC=CC=1. (6) Given the product [CH:1]([O:4][C:5]([N:7]1[CH2:12][CH2:11][CH:10]([CH:13]([O:15][C:17]2[CH:22]=[CH:21][C:20]([Br:23])=[CH:19][N:18]=2)[CH3:14])[CH2:9][CH2:8]1)=[O:6])([CH3:3])[CH3:2], predict the reactants needed to synthesize it. The reactants are: [CH:1]([O:4][C:5]([N:7]1[CH2:12][CH2:11][CH:10]([CH:13]([OH:15])[CH3:14])[CH2:9][CH2:8]1)=[O:6])([CH3:3])[CH3:2].Cl[C:17]1[CH:22]=[CH:21][C:20]([Br:23])=[CH:19][N:18]=1. (7) Given the product [CH3:1][O:2][CH:3]([C:13]1[CH:18]=[CH:17][CH:16]=[CH:15][CH:14]=1)[C:4]1[C:6]2[CH2:7][S:8][CH2:9][CH2:10][C:11]=2[N:34]=[C:32]([NH:31][C:28]2[CH:29]=[CH:30][C:25]([N:21]3[CH:22]=[CH:23][N:24]=[C:20]3[CH3:19])=[CH:26][CH:27]=2)[N:33]=1, predict the reactants needed to synthesize it. The reactants are: [CH3:1][O:2][CH:3]([C:13]1[CH:18]=[CH:17][CH:16]=[CH:15][CH:14]=1)[C:4]([CH:6]1[C:11](=O)[CH2:10][CH2:9][S:8][CH2:7]1)=O.[CH3:19][C:20]1[N:21]([C:25]2[CH:30]=[CH:29][C:28]([NH:31][C:32]([NH2:34])=[NH:33])=[CH:27][CH:26]=2)[CH:22]=[CH:23][N:24]=1. (8) Given the product [NH2:25][C:21]1[CH:20]=[C:19]([CH:24]=[CH:23][CH:22]=1)[C:18]([NH:17][C:13]1[C:12]([I:29])=[CH:11][C:10]([C:3]([O:8][CH3:9])([C:2]([F:31])([F:1])[F:30])[C:4]([F:5])([F:6])[F:7])=[CH:15][C:14]=1[I:16])=[O:28], predict the reactants needed to synthesize it. The reactants are: [F:1][C:2]([F:31])([F:30])[C:3]([C:10]1[CH:15]=[C:14]([I:16])[C:13]([NH:17][C:18](=[O:28])[C:19]2[CH:24]=[CH:23][CH:22]=[C:21]([N+:25]([O-])=O)[CH:20]=2)=[C:12]([I:29])[CH:11]=1)([O:8][CH3:9])[C:4]([F:7])([F:6])[F:5].Cl.O.C([O-])([O-])=O.[K+].[K+]. (9) Given the product [F:56][C:57]([F:65])([F:66])[C:58]1[CH:59]=[C:60]([NH:64][C:20]([CH:17]2[CH2:16][CH2:15][N:14]([C:10]3[C:9]([O:8][CH2:7][C:4]4[CH:3]=[CH:2][N:1]=[CH:6][CH:5]=4)=[N:13][S:12][N:11]=3)[CH2:19][CH2:18]2)=[O:22])[CH:61]=[CH:62][CH:63]=1, predict the reactants needed to synthesize it. The reactants are: [N:1]1[CH:6]=[CH:5][C:4]([CH2:7][O:8][C:9]2[C:10]([N:14]3[CH2:19][CH2:18][CH:17]([C:20]([OH:22])=O)[CH2:16][CH2:15]3)=[N:11][S:12][N:13]=2)=[CH:3][CH:2]=1.CN(C(ON1N=NC2C=CC=NC1=2)=[N+](C)C)C.F[P-](F)(F)(F)(F)F.CCN(C(C)C)C(C)C.[F:56][C:57]([F:66])([F:65])[C:58]1[CH:59]=[C:60]([NH2:64])[CH:61]=[CH:62][CH:63]=1. (10) Given the product [CH3:13][N:10]1[CH:11]=[CH:12][C:8]([NH:7][C:5](=[O:6])[C:4]2[CH:3]=[C:2]([O:1][C@@H:36]3[CH2:40][CH2:39][O:38][CH2:37]3)[CH:16]=[C:15]([O:17][CH2:18][C:19]3[CH:24]=[CH:23][CH:22]=[CH:21][CH:20]=3)[CH:14]=2)=[N:9]1, predict the reactants needed to synthesize it. The reactants are: [OH:1][C:2]1[CH:3]=[C:4]([CH:14]=[C:15]([O:17][CH2:18][C:19]2[CH:24]=[CH:23][CH:22]=[CH:21][CH:20]=2)[CH:16]=1)[C:5]([NH:7][C:8]1[CH:12]=[CH:11][N:10]([CH3:13])[N:9]=1)=[O:6].CC1C=CC(S(O[C@H:36]2[CH2:40][CH2:39][O:38][CH2:37]2)(=O)=O)=CC=1.C(=O)([O-])[O-].[K+].[K+].